This data is from Forward reaction prediction with 1.9M reactions from USPTO patents (1976-2016). The task is: Predict the product of the given reaction. (1) Given the reactants [CH:1]1([N:8]2[C:16]3[C:11](=[CH:12][C:13]([CH:17]([C:24]4[CH:29]=[CH:28][CH:27]=[CH:26][CH:25]=4)[C:18]([CH3:23])([CH3:22])[C:19](O)=O)=[CH:14][CH:15]=3)[CH:10]=[N:9]2)[CH2:7][CH2:6][CH2:5][CH2:4][CH2:3][CH2:2]1.[N:30]1C=CC=CC=1.N1C(F)=NC(F)=NC=1F.[H-].[H-].[H-].[H-].[Li+].[Al+3], predict the reaction product. The product is: [CH:1]1([N:8]2[C:16]3[C:11](=[CH:12][C:13]([CH:17]([C:24]4[CH:29]=[CH:28][CH:27]=[CH:26][CH:25]=4)[C:18]([CH3:23])([CH3:22])[CH2:19][NH2:30])=[CH:14][CH:15]=3)[CH:10]=[N:9]2)[CH2:7][CH2:6][CH2:5][CH2:4][CH2:3][CH2:2]1. (2) Given the reactants [CH2:1]([CH:4]1[CH2:9][CH2:8][CH:7]([CH:10]2[CH2:15][CH2:14][CH:13]([C:16]3[Se:17][CH:18]=[CH:19][CH:20]=3)[CH2:12][CH2:11]2)[CH2:6][CH2:5]1)[CH2:2][CH3:3].[Li][CH2:22]CCC.CI.[Cl-].[NH4+].N, predict the reaction product. The product is: [CH3:22][C:18]1[Se:17][C:16]([CH:13]2[CH2:14][CH2:15][CH:10]([CH:7]3[CH2:6][CH2:5][CH:4]([CH2:1][CH2:2][CH3:3])[CH2:9][CH2:8]3)[CH2:11][CH2:12]2)=[CH:20][CH:19]=1. (3) Given the reactants O[CH2:2][C:3]1[S:7][C:6]([C:8]2[NH:9][C:10]3[C:15]([CH:16]=2)=[CH:14][CH:13]=[CH:12][C:11]=3[N:17]([CH3:26])[S:18]([C:21]2[S:22][CH:23]=[CH:24][CH:25]=2)(=[O:20])=[O:19])=[N:5][CH:4]=1.S(Cl)([Cl:29])=O.O1CCCC1, predict the reaction product. The product is: [Cl:29][CH2:2][C:3]1[S:7][C:6]([C:8]2[NH:9][C:10]3[C:15]([CH:16]=2)=[CH:14][CH:13]=[CH:12][C:11]=3[N:17]([CH3:26])[S:18]([C:21]2[S:22][CH:23]=[CH:24][CH:25]=2)(=[O:20])=[O:19])=[N:5][CH:4]=1. (4) Given the reactants CC(C)([O-])C.[K+].C(O)(C)(C)C.[CH3:12][O:13][C:14](=[O:20])[CH2:15][C:16](=[O:19])[CH2:17][CH3:18].Br[CH2:22][C:23]1[CH:28]=[CH:27][C:26]([S:29]([N:32]2[CH2:37][CH2:36][O:35][CH2:34][CH2:33]2)(=[O:31])=[O:30])=[CH:25][CH:24]=1, predict the reaction product. The product is: [CH3:12][O:13][C:14](=[O:20])[CH:15]([CH2:22][C:23]1[CH:28]=[CH:27][C:26]([S:29]([N:32]2[CH2:37][CH2:36][O:35][CH2:34][CH2:33]2)(=[O:31])=[O:30])=[CH:25][CH:24]=1)[C:16](=[O:19])[CH2:17][CH3:18]. (5) Given the reactants [NH2:1][C:2]1[N:7]=[CH:6][C:5]([C:8]([N:10]2[CH2:15][CH2:14][O:13][CH2:12][C@H:11]2[CH3:16])=[O:9])=[CH:4][CH:3]=1.Br[C:18]1[C:19](=[O:26])[N:20]([CH3:25])[CH:21]=[C:22]([Br:24])[CH:23]=1.C(=O)([O-])[O-].[Cs+].[Cs+].CC1(C)C2C(=C(P(C3C=CC=CC=3)C3C=CC=CC=3)C=CC=2)OC2C(P(C3C=CC=CC=3)C3C=CC=CC=3)=CC=CC1=2, predict the reaction product. The product is: [Br:24][C:22]1[CH:23]=[C:18]([NH:1][C:2]2[CH:3]=[CH:4][C:5]([C:8]([N:10]3[CH2:15][CH2:14][O:13][CH2:12][C@H:11]3[CH3:16])=[O:9])=[CH:6][N:7]=2)[C:19](=[O:26])[N:20]([CH3:25])[CH:21]=1. (6) Given the reactants [NH2:1][C:2]1[CH:3]=[C:4]([SH:8])[CH:5]=[CH:6][CH:7]=1.Cl.Cl[C:11]1[CH:16]=[CH:15][N:14]=[CH:13][CH:12]=1.C([O-])([O-])=O.[K+].[K+], predict the reaction product. The product is: [N:14]1[CH:15]=[CH:16][C:11]([S:8][C:4]2[CH:3]=[C:2]([CH:7]=[CH:6][CH:5]=2)[NH2:1])=[CH:12][CH:13]=1. (7) The product is: [CH:21]([C:23]1[CH:28]=[C:27]([C:2]2[C:7]([O:8][CH2:9][O:10][CH3:11])=[CH:6][C:5]([O:12][CH2:13][O:14][CH3:15])=[CH:4][C:3]=2[CH2:16][C:17]([O:19][CH3:20])=[O:18])[CH:26]=[CH:25][CH:24]=1)=[O:22]. Given the reactants Br[C:2]1[C:7]([O:8][CH2:9][O:10][CH3:11])=[CH:6][C:5]([O:12][CH2:13][O:14][CH3:15])=[CH:4][C:3]=1[CH2:16][C:17]([O:19][CH3:20])=[O:18].[CH:21]([C:23]1[CH:24]=[C:25](B(O)O)[CH:26]=[CH:27][CH:28]=1)=[O:22].C(=O)([O-])[O-].[Cs+].[Cs+], predict the reaction product. (8) Given the reactants [CH2:1]([O:3][C:4](=[O:12])[CH2:5][N:6]1[CH:10]=[CH:9][C:8]([NH2:11])=[N:7]1)[CH3:2].[Cl:13][C:14]1[CH:22]=[CH:21][C:17]([C:18](O)=[O:19])=[CH:16][CH:15]=1, predict the reaction product. The product is: [CH2:1]([O:3][C:4](=[O:12])[CH2:5][N:6]1[CH:10]=[CH:9][C:8]([NH:11][C:18](=[O:19])[C:17]2[CH:21]=[CH:22][C:14]([Cl:13])=[CH:15][CH:16]=2)=[N:7]1)[CH3:2]. (9) Given the reactants [O:1]1[C:6]2[CH:7]=[CH:8][CH:9]=[CH:10][C:5]=2[O:4][CH2:3][C@@H:2]1[C:11](Cl)=[O:12].[CH3:14][O:15][C:16](=[O:29])[C:17]1[CH:22]=[CH:21][CH:20]=[C:19]([CH:23]2[CH2:28][CH2:27][CH2:26][NH:25][CH2:24]2)[CH:18]=1.C(N(CC)CC)C, predict the reaction product. The product is: [CH3:14][O:15][C:16](=[O:29])[C:17]1[CH:22]=[CH:21][CH:20]=[C:19]([C@H:23]2[CH2:28][CH2:27][CH2:26][N:25]([C:11]([C@@H:2]3[O:1][C:6]4[CH:7]=[CH:8][CH:9]=[CH:10][C:5]=4[O:4][CH2:3]3)=[O:12])[CH2:24]2)[CH:18]=1.